From a dataset of Human liver microsome stability data. Regression/Classification. Given a drug SMILES string, predict its absorption, distribution, metabolism, or excretion properties. Task type varies by dataset: regression for continuous measurements (e.g., permeability, clearance, half-life) or binary classification for categorical outcomes (e.g., BBB penetration, CYP inhibition). Dataset: hlm. (1) The molecule is NCc1ccc(-n2c(-c3cccnc3N)nc3ccc(-c4ccccc4)nc32)cc1. The result is 0 (unstable in human liver microsomes). (2) The compound is O=C1COc2ccc(NC(=O)C3CCN(c4ccc(F)c(F)c4)CC3)cc2N1. The result is 0 (unstable in human liver microsomes). (3) The molecule is CCN(CC)CCNC(=O)c1cccn2c(=O)c3cc4ccccc4cc3nc12. The result is 1 (stable in human liver microsomes). (4) The compound is O=C(CC1CCNCC1)N1CCC(NS(=O)(=O)c2cc(S(=O)(=O)c3ccccc3)ccc2C(F)(F)F)CC1. The result is 0 (unstable in human liver microsomes). (5) The molecule is Cn1c(-c2ccccn2)c(C2CCCC2)c2ccc(C(=O)NC3(C(=O)Nc4ccc(C=CC(=O)O)cc4)CCCC3)cc21. The result is 0 (unstable in human liver microsomes). (6) The molecule is Fc1ccc(CN2CCN(c3ccc(-c4nc5ccccc5o4)cc3)CC2)cn1. The result is 0 (unstable in human liver microsomes). (7) The drug is CC[C@@H]1CCC[C@H](NC(=O)C=Cc2cc(Cl)ccc2-n2cnnn2)c2nc(c[nH]2)-c2ccc(NC(=O)OC)cc2NC1=O. The result is 0 (unstable in human liver microsomes). (8) The compound is CCC(C)(C)c1nn(CCO)c2c1N=C(c1ccc(-n3ccnc3C)cc1)CNC2=O. The result is 1 (stable in human liver microsomes).